From a dataset of Catalyst prediction with 721,799 reactions and 888 catalyst types from USPTO. Predict which catalyst facilitates the given reaction. (1) Reactant: [CH3:1][O-:2].[Na+].CO.C1(S([O:15][C:16]2[CH:17]=[CH:18][C:19]([CH2:22]Br)=[N:20][CH:21]=2)(=O)=O)C=CC=CC=1. Product: [CH3:1][O:2][CH2:22][C:19]1[N:20]=[CH:21][C:16]([OH:15])=[CH:17][CH:18]=1. The catalyst class is: 6. (2) Reactant: Br[C:2]1[CH:3]=[CH:4][C:5]([O:17][CH2:18][C:19]2[CH:24]=[CH:23][CH:22]=[CH:21][CH:20]=2)=[C:6]([CH:16]=1)[C:7]([NH:9][C:10]1[CH:11]=[N:12][CH:13]=[CH:14][CH:15]=1)=[O:8].CC1(C)C(C)(C)OB([C:33]2[CH:38]=[CH:37][N:36]=[C:35]([NH2:39])[CH:34]=2)O1.C(=O)([O-])[O-].[Na+].[Na+]. Product: [NH2:39][C:35]1[CH:34]=[C:33]([C:2]2[CH:3]=[CH:4][C:5]([O:17][CH2:18][C:19]3[CH:24]=[CH:23][CH:22]=[CH:21][CH:20]=3)=[C:6]([CH:16]=2)[C:7]([NH:9][C:10]2[CH:11]=[N:12][CH:13]=[CH:14][CH:15]=2)=[O:8])[CH:38]=[CH:37][N:36]=1. The catalyst class is: 203.